The task is: Predict the product of the given reaction.. This data is from Forward reaction prediction with 1.9M reactions from USPTO patents (1976-2016). (1) Given the reactants [Br:1][C:2]1[CH:3]=[C:4]2[C:8](=[CH:9][CH:10]=1)[NH:7][N:6]=[C:5]2[CH3:11].[H-].[Na+].Cl[CH2:15][O:16][CH2:17][C:18]1[CH:23]=[CH:22][CH:21]=[CH:20][CH:19]=1, predict the reaction product. The product is: [CH2:17]([O:16][CH2:15][N:7]1[C:8]2[C:4](=[CH:3][C:2]([Br:1])=[CH:10][CH:9]=2)[C:5]([CH3:11])=[N:6]1)[C:18]1[CH:23]=[CH:22][CH:21]=[CH:20][CH:19]=1. (2) Given the reactants [Br:1][CH2:2][CH2:3][CH2:4][CH2:5][CH2:6][C:7]([OH:9])=[O:8].[CH2:10](O)[C:11]1[CH:16]=[CH:15][CH:14]=[CH:13][CH:12]=1, predict the reaction product. The product is: [Br:1][CH2:2][CH2:3][CH2:4][CH2:5][CH2:6][C:7]([O:9][CH2:10][C:11]1[CH:16]=[CH:15][CH:14]=[CH:13][CH:12]=1)=[O:8]. (3) Given the reactants S(Cl)(Cl)=O.[Cl:5][C:6]1[C:7]([Cl:15])=[N:8][CH:9]=[C:10]([CH:14]=1)[C:11]([OH:13])=O.C(N(CC)CC)C.[CH3:23][N:24]([CH3:30])[CH2:25][CH2:26][CH2:27][NH:28][CH3:29], predict the reaction product. The product is: [Cl:5][C:6]1[C:7]([Cl:15])=[N:8][CH:9]=[C:10]([CH:14]=1)[C:11]([N:28]([CH2:27][CH2:26][CH2:25][N:24]([CH3:30])[CH3:23])[CH3:29])=[O:13]. (4) The product is: [Cl:8][C:9]1[CH:10]=[C:11]([C:16]2[N:21]=[C:20]([CH3:22])[N:19]=[C:18]([N:23]([CH2:24][C:25]3[CH:26]=[CH:27][C:28]([O:31][CH3:32])=[CH:29][CH:30]=3)[CH2:33][C:34]3[CH:35]=[CH:36][C:37]([O:40][CH3:41])=[CH:38][CH:39]=3)[N:17]=2)[C:12]([NH:7][CH:4]2[CH2:5][CH2:6][O:1][CH2:2][CH2:3]2)=[N:13][CH:14]=1. Given the reactants [O:1]1[CH2:6][CH2:5][CH:4]([NH2:7])[CH2:3][CH2:2]1.[Cl:8][C:9]1[CH:10]=[C:11]([C:16]2[N:21]=[C:20]([CH3:22])[N:19]=[C:18]([N:23]([CH2:33][C:34]3[CH:39]=[CH:38][C:37]([O:40][CH3:41])=[CH:36][CH:35]=3)[CH2:24][C:25]3[CH:30]=[CH:29][C:28]([O:31][CH3:32])=[CH:27][CH:26]=3)[N:17]=2)[C:12](F)=[N:13][CH:14]=1.C(=O)([O-])[O-].[Cs+].[Cs+], predict the reaction product. (5) Given the reactants [NH2:1][N:2]1[N:11]=[C:10]([C:12]2[CH:17]=[CH:16][C:15]([F:18])=[CH:14][CH:13]=2)[C:9]2[C:4](=[CH:5][CH:6]=[CH:7][CH:8]=2)[C:3]1=[O:19].[F:20][C:21]1[CH:22]=[C:23]([CH2:28][C:29](O)=[O:30])[CH:24]=[C:25]([F:27])[CH:26]=1, predict the reaction product. The product is: [F:20][C:21]1[CH:22]=[C:23]([CH2:28][C:29]([NH:1][N:2]2[N:11]=[C:10]([C:12]3[CH:17]=[CH:16][C:15]([F:18])=[CH:14][CH:13]=3)[C:9]3[C:4](=[CH:5][CH:6]=[CH:7][CH:8]=3)[C:3]2=[O:19])=[O:30])[CH:24]=[C:25]([F:27])[CH:26]=1.